The task is: Predict the product of the given reaction.. This data is from Forward reaction prediction with 1.9M reactions from USPTO patents (1976-2016). (1) Given the reactants Cl.Br[C:3]1[CH:8]=[CH:7][N:6]=[CH:5][CH:4]=1.C([O-])([O-])=O.[Na+].[Na+].[C:15]([C:19]1[CH:24]=[CH:23][C:22](B(O)O)=[CH:21][CH:20]=1)([CH3:18])([CH3:17])[CH3:16], predict the reaction product. The product is: [C:15]([C:19]1[CH:24]=[CH:23][C:22]([C:3]2[CH:8]=[CH:7][N:6]=[CH:5][CH:4]=2)=[CH:21][CH:20]=1)([CH3:18])([CH3:17])[CH3:16]. (2) Given the reactants [C:1]([C@@H:3]1[C@H:7]([C:8]2[S:9][CH:10]=[CH:11][N:12]=2)[N:6]([C:13](=O)[C:14]2[CH:19]=[CH:18][C:17]([C:20]([CH3:23])([CH3:22])[CH3:21])=[CH:16][CH:15]=2)[C@:5]([CH2:32][CH:33]([CH3:35])[CH3:34])([C:25]([O:27]C(C)(C)C)=[O:26])[CH2:4]1)#[N:2].Cl.[NH2:37][OH:38].[OH-:39].[K+].Cl[C:42](OCC)=[O:43], predict the reaction product. The product is: [C:20]([C:17]1[CH:18]=[CH:19][C:14]([C:13]([N:6]2[C@@H:7]([C:8]3[S:9][CH:10]=[CH:11][N:12]=3)[C@H:3]([C:1]3[NH:2][C:42](=[O:43])[O:38][N:37]=3)[CH2:4][C@@:5]2([CH2:32][CH:33]([CH3:35])[CH3:34])[C:25]([OH:27])=[O:26])=[O:39])=[CH:15][CH:16]=1)([CH3:23])([CH3:21])[CH3:22]. (3) The product is: [Br:1][C:2]1[CH:3]=[C:4]([CH:8]=[CH:9][C:10]=1[CH3:11])[C:5]([O:7][C:13]([CH3:15])([CH3:14])[CH3:12])=[O:6]. Given the reactants [Br:1][C:2]1[CH:3]=[C:4]([CH:8]=[CH:9][C:10]=1[CH3:11])[C:5]([OH:7])=[O:6].[CH3:12][C:13](OC(OC(O[C:13]([CH3:15])([CH3:14])[CH3:12])=O)=O)([CH3:15])[CH3:14], predict the reaction product. (4) Given the reactants [C:1]1([C:7]2[CH:8]=[CH:9][C:10]([C:19](OCC)=[O:20])=[N:11][C:12]=2[C:13]2[CH:18]=[CH:17][CH:16]=[CH:15][CH:14]=2)[CH:6]=[CH:5][CH:4]=[CH:3][CH:2]=1.CC(C[AlH]CC(C)C)C, predict the reaction product. The product is: [C:1]1([C:7]2[CH:8]=[CH:9][C:10]([CH:19]=[O:20])=[N:11][C:12]=2[C:13]2[CH:14]=[CH:15][CH:16]=[CH:17][CH:18]=2)[CH:2]=[CH:3][CH:4]=[CH:5][CH:6]=1. (5) The product is: [NH2:1][CH:2]1[CH2:7][CH2:6][CH:5]([NH:8][C:9]2[N:17]=[C:16]3[C:12]([N:13]=[CH:14][N:15]3[CH:18]3[CH2:22][CH2:21][CH2:20][CH2:19]3)=[C:11]([NH:23][CH2:24][C:25]3[CH:30]=[CH:29][C:28]([C:33]4[O:32][CH:36]=[CH:35][CH:34]=4)=[CH:27][CH:26]=3)[N:10]=2)[CH2:4][CH2:3]1. Given the reactants [NH2:1][CH:2]1[CH2:7][CH2:6][CH:5]([NH:8][C:9]2[N:17]=[C:16]3[C:12]([N:13]=[CH:14][N:15]3[CH:18]3[CH2:22][CH2:21][CH2:20][CH2:19]3)=[C:11]([NH:23][CH2:24][C:25]3[CH:30]=[CH:29][C:28](Br)=[CH:27][CH:26]=3)[N:10]=2)[CH2:4][CH2:3]1.[O:32]1[CH:36]=[CH:35][CH:34]=[C:33]1B(O)O.O.O.O.P([O-])([O-])([O-])=O.[K+].[K+].[K+].CN(C)C=O, predict the reaction product. (6) Given the reactants [C:1](Cl)(=[O:4])[CH2:2][CH3:3].C(N(CC)CC)C.[NH2:13][C:14]1[CH:15]=[N:16][C:17]2[C:22]([C:23]=1[Cl:24])=[CH:21][CH:20]=[CH:19][CH:18]=2, predict the reaction product. The product is: [Cl:24][C:23]1[C:22]2[C:17](=[CH:18][CH:19]=[CH:20][CH:21]=2)[N:16]=[CH:15][C:14]=1[NH:13][C:1](=[O:4])[CH2:2][CH3:3]. (7) The product is: [Cl:1][CH:2]1[CH2:7][CH2:6][N:5]([S:8]([C:11]2[CH:17]=[CH:16][C:14]([NH:15][C:26]([C:24]3[O:25][C:21]([N+:18]([O-:20])=[O:19])=[CH:22][CH:23]=3)=[O:27])=[CH:13][CH:12]=2)(=[O:10])=[O:9])[CH2:4][CH2:3]1. Given the reactants [Cl:1][CH:2]1[CH2:7][CH2:6][N:5]([S:8]([C:11]2[CH:17]=[CH:16][C:14]([NH2:15])=[CH:13][CH:12]=2)(=[O:10])=[O:9])[CH2:4][CH2:3]1.[N+:18]([C:21]1[O:25][C:24]([C:26](Cl)=[O:27])=[CH:23][CH:22]=1)([O-:20])=[O:19].C(#N)C, predict the reaction product. (8) The product is: [Cl:4][C:5]1[C:6]([C:11]2[CH:16]=[C:15]([CH:14]=[C:13]([C:20]3[NH:28][C:23]4=[N:24][CH:25]=[CH:26][CH:27]=[C:22]4[N:21]=3)[CH:12]=2)[NH2:17])=[N:7][CH:8]=[CH:9][CH:10]=1. Given the reactants Cl[Sn]Cl.[Cl:4][C:5]1[C:6]([C:11]2[CH:12]=[C:13]([C:20]3[NH:28][C:23]4=[N:24][CH:25]=[CH:26][CH:27]=[C:22]4[N:21]=3)[CH:14]=[C:15]([N+:17]([O-])=O)[CH:16]=2)=[N:7][CH:8]=[CH:9][CH:10]=1.C([O-])(O)=O.[Na+], predict the reaction product. (9) Given the reactants [NH2:1][C:2]1[S:3][CH:4]=[CH:5][N:6]=1.C(N(CC)CC)C.[CH2:14]([S:18](Cl)(=[O:20])=[O:19])[CH2:15][CH2:16][CH3:17], predict the reaction product. The product is: [CH2:14]([S:18]([NH:1][C:2]1[S:3][CH:4]=[CH:5][N:6]=1)(=[O:20])=[O:19])[CH2:15][CH2:16][CH3:17]. (10) Given the reactants [CH3:1][N:2]1[C:6]2[CH:7]=[CH:8][C:9]([C:11]([OH:13])=O)=[CH:10][C:5]=2[N:4]=[C:3]1[NH:14][C:15]1[S:16][C:17]2[CH:23]=[C:22]([O:24][C:25]([F:28])([F:27])[F:26])[CH:21]=[CH:20][C:18]=2[N:19]=1.[CH:29]1([CH2:32][NH2:33])[CH2:31][CH2:30]1.C1C=CC(P(N=[N+]=[N-])(C2C=CC=CC=2)=O)=CC=1.CCN(C(C)C)C(C)C, predict the reaction product. The product is: [CH:29]1([CH2:32][NH:33][C:11]([C:9]2[CH:8]=[CH:7][C:6]3[N:2]([CH3:1])[C:3]([NH:14][C:15]4[S:16][C:17]5[CH:23]=[C:22]([O:24][C:25]([F:26])([F:28])[F:27])[CH:21]=[CH:20][C:18]=5[N:19]=4)=[N:4][C:5]=3[CH:10]=2)=[O:13])[CH2:31][CH2:30]1.